This data is from Reaction yield outcomes from USPTO patents with 853,638 reactions. The task is: Predict the reaction yield, written as a fraction of the theoretical maximum amount of product (1.0 means a 100% yield; for example, 0.34 means a 34% yield). The reactants are [Cl:1][C:2]1[CH:7]=[CH:6][C:5]([C:8]#[C:9][CH2:10][CH2:11][CH2:12][OH:13])=[CH:4][CH:3]=1.[C:14]1([CH3:24])[CH:19]=[CH:18][C:17]([S:20](Cl)(=[O:22])=[O:21])=[CH:16][CH:15]=1.C(N(CC)CC)C. The catalyst is CN(C)C1C=CN=CC=1.ClCCl. The product is [C:14]1([CH3:24])[CH:19]=[CH:18][C:17]([S:20]([O:13][CH2:12][CH2:11][CH2:10][C:9]#[C:8][C:5]2[CH:4]=[CH:3][C:2]([Cl:1])=[CH:7][CH:6]=2)(=[O:22])=[O:21])=[CH:16][CH:15]=1. The yield is 0.490.